From a dataset of Catalyst prediction with 721,799 reactions and 888 catalyst types from USPTO. Predict which catalyst facilitates the given reaction. (1) Reactant: I[C:2]1[CH:3]=[C:4]([CH:8]=[CH:9][CH:10]=1)[C:5]([OH:7])=[O:6].[C:11](=[O:14])([O-])[O-:12].[K+].[K+].[S-2:17].[Na+].[Na+].O. Product: [C:5]([C:4]1[CH:8]=[CH:9][CH:10]=[CH:2][C:3]=1[S:17][C:2]1[CH:10]=[C:9]([C:11]([OH:12])=[O:14])[CH:8]=[CH:4][CH:3]=1)([OH:7])=[O:6]. The catalyst class is: 870. (2) Reactant: C[O:2][C:3]1[CH:4]=[C:5]([C:10]2[CH:15]=[CH:14][C:13]([C:16]([F:19])([F:18])[F:17])=[CH:12][CH:11]=2)[CH:6]=[CH:7][C:8]=1[NH2:9].C(=O)([O-])[O-].[K+].[K+].C1(S)C=CC=CC=1. Product: [NH2:9][C:8]1[CH:7]=[CH:6][C:5]([C:10]2[CH:11]=[CH:12][C:13]([C:16]([F:17])([F:18])[F:19])=[CH:14][CH:15]=2)=[CH:4][C:3]=1[OH:2]. The catalyst class is: 435. (3) Reactant: [CH3:1][O:2][C:3]1[CH:4]=[C:5]2[C:10](=[CH:11][C:12]=1[O:13][CH3:14])[N:9]=[C:8]([N:15]([CH2:17][C:18]1([C:24]3[CH:29]=[CH:28][CH:27]=[CH:26][CH:25]=3)[CH2:23][CH2:22][NH:21][CH2:20][CH2:19]1)[CH3:16])[N:7]=[C:6]2[NH2:30].Cl[C:32]1[CH:37]=[CH:36][CH:35]=[CH:34][N:33]=1. Product: [CH3:1][O:2][C:3]1[CH:4]=[C:5]2[C:10](=[CH:11][C:12]=1[O:13][CH3:14])[N:9]=[C:8]([N:15]([CH3:16])[CH2:17][C:18]1([C:24]3[CH:29]=[CH:28][CH:27]=[CH:26][CH:25]=3)[CH2:19][CH2:20][N:21]([C:32]3[CH:37]=[CH:36][CH:35]=[CH:34][N:33]=3)[CH2:22][CH2:23]1)[N:7]=[C:6]2[NH2:30]. The catalyst class is: 264. (4) The catalyst class is: 20. Reactant: [CH3:1][C:2]1[CH:6]=[C:5]([CH:7]=[O:8])[O:4][N:3]=1.[F-].[Cs+].C[Si](C)(C)[C:13]([F:16])([F:15])[F:14].Cl. Product: [F:14][C:13]([F:16])([F:15])[CH:7]([C:5]1[O:4][N:3]=[C:2]([CH3:1])[CH:6]=1)[OH:8]. (5) The catalyst class is: 23. Reactant: [NH2:1][C:2]1[CH:3]=[C:4]([CH:16]=[CH:17][C:18]=1[NH2:19])[O:5][C:6]1[CH:7]=[C:8]([CH:13]=[CH:14][CH:15]=1)[C:9]([NH:11][CH3:12])=[O:10].[Cl:20][C:21]1[CH:34]=[CH:33][C:32]([N:35]=[C:36]=S)=[CH:31][C:22]=1[CH2:23][N:24]1[CH2:29][CH2:28][N:27]([CH3:30])[CH2:26][CH2:25]1.C(Cl)CCl. Product: [Cl:20][C:21]1[CH:34]=[CH:33][C:32]([NH:35][C:36]2[NH:19][C:18]3[CH:17]=[CH:16][C:4]([O:5][C:6]4[CH:7]=[C:8]([CH:13]=[CH:14][CH:15]=4)[C:9]([NH:11][CH3:12])=[O:10])=[CH:3][C:2]=3[N:1]=2)=[CH:31][C:22]=1[CH2:23][N:24]1[CH2:29][CH2:28][N:27]([CH3:30])[CH2:26][CH2:25]1. (6) Reactant: [CH:1]([C:3]1[CH:4]=[CH:5][C:6]([CH2:9][CH2:10][C:11]([O:13][CH2:14][CH3:15])=[O:12])=[N:7][CH:8]=1)=O.Cl.[NH2:17][C@@H:18]([CH:27]1[CH2:32][CH2:31][CH2:30][CH2:29][CH2:28]1)[C:19]([O:21][CH:22]1[CH2:26][CH2:25][CH2:24][CH2:23]1)=[O:20].C(N(CC)CC)C.S([O-])([O-])(=O)=O.[Mg+2].C(O[BH-](OC(=O)C)OC(=O)C)(=O)C.[Na+]. Product: [CH:27]1([C@H:18]([NH:17][CH2:1][C:3]2[CH:4]=[CH:5][C:6]([CH2:9][CH2:10][C:11]([O:13][CH2:14][CH3:15])=[O:12])=[N:7][CH:8]=2)[C:19]([O:21][CH:22]2[CH2:23][CH2:24][CH2:25][CH2:26]2)=[O:20])[CH2:28][CH2:29][CH2:30][CH2:31][CH2:32]1. The catalyst class is: 1.